This data is from Reaction yield outcomes from USPTO patents with 853,638 reactions. The task is: Predict the reaction yield, written as a fraction of the theoretical maximum amount of product (1.0 means a 100% yield; for example, 0.34 means a 34% yield). (1) The reactants are Cl[C:2]1[N:7]=[C:6]([C:8]#[N:9])[C:5]([N+:10]([O-:12])=[O:11])=[CH:4][CH:3]=1.[CH3:13][O:14][C:15]1[CH:16]=[C:17](B(O)O)[CH:18]=[CH:19][C:20]=1[O:21][CH3:22].C(=O)([O-])[O-].[K+].[K+]. The catalyst is C1(C)C=CC=CC=1.C1C=CC([P]([Pd]([P](C2C=CC=CC=2)(C2C=CC=CC=2)C2C=CC=CC=2)([P](C2C=CC=CC=2)(C2C=CC=CC=2)C2C=CC=CC=2)[P](C2C=CC=CC=2)(C2C=CC=CC=2)C2C=CC=CC=2)(C2C=CC=CC=2)C2C=CC=CC=2)=CC=1. The product is [CH3:13][O:14][C:15]1[CH:16]=[C:17]([C:2]2[N:7]=[C:6]([C:8]#[N:9])[C:5]([N+:10]([O-:12])=[O:11])=[CH:4][CH:3]=2)[CH:18]=[CH:19][C:20]=1[O:21][CH3:22]. The yield is 0.790. (2) The reactants are [C:1]([CH:5]([CH2:11][C:12]1[CH:17]=[CH:16][C:15]([O:18][CH3:19])=[CH:14][C:13]=1[CH2:20][NH2:21])[CH2:6][C:7]([O:9][CH3:10])=[O:8])(OC)=[O:2].C(N(CC)CC)C. The catalyst is C1(C)C=CC=CC=1. The product is [CH3:19][O:18][C:15]1[CH:16]=[CH:17][C:12]2[CH2:11][CH:5]([CH2:6][C:7]([O:9][CH3:10])=[O:8])[C:1](=[O:2])[NH:21][CH2:20][C:13]=2[CH:14]=1. The yield is 0.760. (3) The reactants are [N:1]1[C:10]2[CH:9]([NH:11][CH2:12][CH2:13][CH2:14][CH2:15][N:16]3[C:24](=[O:25])[C:23]4[C:18](=[CH:19][CH:20]=[CH:21][CH:22]=4)[C:17]3=[O:26])[CH2:8][CH2:7][CH2:6][C:5]=2[CH:4]=[CH:3][CH:2]=1.Cl[CH2:28][C:29]1[NH:33][C:32]2[CH:34]=[C:35]([C:38]([F:41])([F:40])[F:39])[CH:36]=[CH:37][C:31]=2[N:30]=1.C(N(CC)C(C)C)(C)C.[I-].[K+]. The catalyst is C(#N)C. The product is [N:1]1[C:10]2[CH:9]([N:11]([CH2:28][C:29]3[NH:30][C:31]4[CH:37]=[CH:36][C:35]([C:38]([F:41])([F:39])[F:40])=[CH:34][C:32]=4[N:33]=3)[CH2:12][CH2:13][CH2:14][CH2:15][N:16]3[C:24](=[O:25])[C:23]4[C:18](=[CH:19][CH:20]=[CH:21][CH:22]=4)[C:17]3=[O:26])[CH2:8][CH2:7][CH2:6][C:5]=2[CH:4]=[CH:3][CH:2]=1. The yield is 0.760. (4) The reactants are O[C:2]1[N:3]=[CH:4][N:5]=[C:6]2[C:13]=1[C:12]1[C@H:11]([CH2:14][C:15]([O:17][CH2:18][CH3:19])=[O:16])[CH2:10][CH2:9][C:8]=1[S:7]2.P(Cl)(Cl)([Cl:22])=O. The catalyst is O1CCOCC1. The product is [Cl:22][C:2]1[N:3]=[CH:4][N:5]=[C:6]2[C:13]=1[C:12]1[C@H:11]([CH2:14][C:15]([O:17][CH2:18][CH3:19])=[O:16])[CH2:10][CH2:9][C:8]=1[S:7]2. The yield is 0.920.